From a dataset of Forward reaction prediction with 1.9M reactions from USPTO patents (1976-2016). Predict the product of the given reaction. (1) The product is: [C:10]([C:14]1[N:15]=[C:16]([N:19]=[C:6]=[S:7])[S:17][CH:18]=1)([CH3:13])([CH3:12])[CH3:11]. Given the reactants C(=O)([O-])[O-].[Ca+2].[C:6](Cl)(Cl)=[S:7].[C:10]([C:14]1[N:15]=[C:16]([NH2:19])[S:17][CH:18]=1)([CH3:13])([CH3:12])[CH3:11].Cl, predict the reaction product. (2) Given the reactants [CH:1]([C:3]1[CH:10]=[CH:9][C:6]([C:7]#[N:8])=[C:5]([O:11][CH3:12])[CH:4]=1)=[O:2].[CH2:13]([O:15][C:16](=[O:19])[CH2:17]Cl)[CH3:14].CC[O-].[Na+].O, predict the reaction product. The product is: [C:7]([C:6]1[CH:9]=[CH:10][C:3]([CH:1]2[O:2][CH:17]2[C:16]([O:15][CH2:13][CH3:14])=[O:19])=[CH:4][C:5]=1[O:11][CH3:12])#[N:8]. (3) Given the reactants [CH2:1]([N:8]=[N+:9]=[N-:10])[C:2]1[CH:7]=[CH:6][CH:5]=[CH:4][CH:3]=1.[C:11]([OH:18])(=[O:17])[CH2:12][CH2:13][CH2:14][C:15]#[CH:16].O=C1O[C@H]([C@H](CO)O)C([O-])=C1O.[Na+].[Cl-].[Na+], predict the reaction product. The product is: [CH2:1]([N:8]1[CH:16]=[C:15]([CH2:14][CH2:13][CH2:12][C:11]([OH:18])=[O:17])[N:10]=[N:9]1)[C:2]1[CH:7]=[CH:6][CH:5]=[CH:4][CH:3]=1. (4) Given the reactants [Si]([O:8][CH2:9][C:10]1[C:11]([C:16](=O)/[CH:17]=[CH:18]/[N:19](C)C)=[N:12][CH:13]=[CH:14][CH:15]=1)(C(C)(C)C)(C)C.Cl.[CH:24]([NH:27][NH2:28])([CH3:26])[CH3:25].Cl.[CH3:30][CH2:31][OH:32], predict the reaction product. The product is: [CH:24]([N:27]1[C:16]([C:11]2[C:10]([CH2:9][OH:8])=[CH:15][CH:14]=[CH:13][N:12]=2)=[CH:17][CH:18]=[N:19]1)([CH3:26])[CH3:25].[CH:24]([N:27]1[CH:14]=[CH:15][C:10]([C:11]2[CH:16]=[CH:17][C:30]([CH2:31][OH:32])=[CH:13][N:12]=2)=[N:28]1)([CH3:26])[CH3:25]. (5) Given the reactants [Br:1][C:2]1[CH:7]=[C:6]([CH3:8])[C:5]([NH2:9])=[C:4]([O:10][CH3:11])[CH:3]=1.B(Br)(Br)Br.Cl[CH2:17]Cl, predict the reaction product. The product is: [Br:1][C:2]1[CH:7]=[C:6]([CH3:8])[C:5]2[N:9]=[C:11]([CH3:17])[O:10][C:4]=2[CH:3]=1. (6) Given the reactants [C:1]([O:4][CH2:5][C:6]([C@H:9]1[C@@H:13]2[C@@H:14]3[C@@:27]([CH3:30])([CH2:28][CH2:29][C@@:12]2([NH:45][CH2:46][CH2:47][N:48]2[CH2:53][CH2:52][S:51](=[O:55])(=[O:54])[CH2:50][CH2:49]2)[CH2:11][CH2:10]1)[C@@:26]1([CH3:31])[C@@H:17]([C@:18]2([CH3:44])[C@@H:23]([CH2:24][CH2:25]1)[C:22]([CH3:33])([CH3:32])[C:21]([C:34]1[CH:43]=[CH:42][C:37]([C:38]([O:40][CH3:41])=[O:39])=[CH:36][CH:35]=1)=[CH:20][CH2:19]2)[CH2:16][CH2:15]3)([OH:8])[CH3:7])(=[O:3])[CH3:2].O.[OH-].[Li+].O1CCCC1.C(O)(C(F)(F)F)=O, predict the reaction product. The product is: [OH:4][CH2:5][C:6]([C@H:9]1[C@@H:13]2[C@@H:14]3[C@@:27]([CH3:30])([CH2:28][CH2:29][C@@:12]2([NH:45][CH2:46][CH2:47][N:48]2[CH2:53][CH2:52][S:51](=[O:55])(=[O:54])[CH2:50][CH2:49]2)[CH2:11][CH2:10]1)[C@@:26]1([CH3:31])[C@@H:17]([C@:18]2([CH3:44])[C@@H:23]([CH2:24][CH2:25]1)[C:22]([CH3:32])([CH3:33])[C:21]([C:34]1[CH:43]=[CH:42][C:37]([C:38]([OH:40])=[O:39])=[CH:36][CH:35]=1)=[CH:20][CH2:19]2)[CH2:16][CH2:15]3)([OH:8])[CH3:7].[C:1]([O:4][CH2:5][C:6]([C@H:9]1[C@@H:13]2[C@@H:14]3[C@@:27]([CH3:30])([CH2:28][CH2:29][C@@:12]2([NH:45][CH2:46][CH2:47][N:48]2[CH2:49][CH2:50][S:51](=[O:55])(=[O:54])[CH2:52][CH2:53]2)[CH2:11][CH2:10]1)[C@@:26]1([CH3:31])[C@@H:17]([C@:18]2([CH3:44])[C@@H:23]([CH2:24][CH2:25]1)[C:22]([CH3:32])([CH3:33])[C:21]([C:34]1[CH:35]=[CH:36][C:37]([C:38]([O:40][CH3:41])=[O:39])=[CH:42][CH:43]=1)=[CH:20][CH2:19]2)[CH2:16][CH2:15]3)([OH:8])[CH3:7])(=[O:3])[CH3:2]. (7) The product is: [CH3:16][C:4]1[N:5]=[C:6]([C:8]2[CH:13]=[CH:12][CH:11]=[C:10]([F:14])[C:9]=2[F:15])[CH:7]=[C:2]([O:21][CH:18]([CH3:17])[C:19]#[CH:20])[N:3]=1. Given the reactants Cl[C:2]1[CH:7]=[C:6]([C:8]2[CH:13]=[CH:12][CH:11]=[C:10]([F:14])[C:9]=2[F:15])[N:5]=[C:4]([CH3:16])[N:3]=1.[CH3:17][CH:18]([OH:21])[C:19]#[CH:20].[H-].[Na+].O, predict the reaction product. (8) Given the reactants C[CH:2](C)[CH2:3][CH2:4][NH:5][C:6]1[CH:13]=[CH:12][C:9]([C:10]#[N:11])=[CH:8][C:7]=1[N+:14]([O-:16])=[O:15].NCCC[OH:22], predict the reaction product. The product is: [OH:22][CH2:2][CH2:3][CH2:4][NH:5][C:6]1[CH:13]=[CH:12][C:9]([C:10]#[N:11])=[CH:8][C:7]=1[N+:14]([O-:16])=[O:15]. (9) Given the reactants [Br:1][C:2]1[CH:10]=[C:9]([CH3:11])[C:8]([Br:12])=[CH:7][C:3]=1[C:4]([OH:6])=[O:5].S(=O)(=O)(O)O.[C:18](OCC)(=O)C, predict the reaction product. The product is: [Br:1][C:2]1[CH:10]=[C:9]([CH3:11])[C:8]([Br:12])=[CH:7][C:3]=1[C:4]([O:6][CH3:18])=[O:5].